Dataset: Forward reaction prediction with 1.9M reactions from USPTO patents (1976-2016). Task: Predict the product of the given reaction. (1) Given the reactants Cl[C:2]1[C:11]([N:12]([CH3:16])[CH:13]([CH3:15])[CH3:14])=[N:10][C:9]2[C:4](=[CH:5][CH:6]=[C:7]([C:17]([O:19][CH3:20])=[O:18])[CH:8]=2)[N:3]=1.CC1(C)C(C)(C)OB([C:29]2[CH:30]=[CH:31][C:32]3[O:36][CH:35]=[C:34]([CH3:37])[C:33]=3[CH:38]=2)O1.[O-]P([O-])([O-])=O.[K+].[K+].[K+], predict the reaction product. The product is: [CH3:16][N:12]([CH:13]([CH3:15])[CH3:14])[C:11]1[C:2]([C:29]2[CH:30]=[CH:31][C:32]3[O:36][CH:35]=[C:34]([CH3:37])[C:33]=3[CH:38]=2)=[N:3][C:4]2[C:9]([N:10]=1)=[CH:8][C:7]([C:17]([O:19][CH3:20])=[O:18])=[CH:6][CH:5]=2. (2) The product is: [CH:33]1([C:10]2[C:11]([O:12][C@@H:13]3[CH2:14][CH2:15][C@@H:16]([CH3:29])[NH:17][CH2:18]3)=[CH:30][C:31]([F:32])=[C:8]([CH:9]=2)[C:6]([O:5][C:1]([CH3:4])([CH3:3])[CH3:2])=[O:7])[CH2:35][CH2:34]1. Given the reactants [C:1]([O:5][C:6]([C:8]1[C:31]([F:32])=[CH:30][C:11]([O:12][C@H:13]2[CH2:18][N:17](C(OCC3C=CC=CC=3)=O)[C@H:16]([CH3:29])[CH2:15][CH2:14]2)=[C:10]([CH:33]2[CH2:35][CH2:34]2)[CH:9]=1)=[O:7])([CH3:4])([CH3:3])[CH3:2], predict the reaction product. (3) Given the reactants [F:1][CH:2]([F:35])[C:3]1[CH:8]=[CH:7][N:6]=[C:5]([NH:9][C:10]2[N:15]=[C:14]([C:16]3[CH:17]=[N:18][C:19]([C@@:22]([C@H:25]4[CH2:30][CH2:29][C@H:28]([C:31]([OH:33])=[O:32])[CH2:27][CH2:26]4)([OH:24])[CH3:23])=[CH:20][CH:21]=3)[CH:13]=[C:12]([CH3:34])[CH:11]=2)[CH:4]=1.C(=O)([O-])[O-].[Cs+].[Cs+].Br[CH2:43][Cl:44], predict the reaction product. The product is: [F:35][CH:2]([F:1])[C:3]1[CH:8]=[CH:7][N:6]=[C:5]([NH:9][C:10]2[N:15]=[C:14]([C:16]3[CH:17]=[N:18][C:19]([C@@:22]([C@H:25]4[CH2:30][CH2:29][C@H:28]([C:31]([O:33][CH2:43][Cl:44])=[O:32])[CH2:27][CH2:26]4)([OH:24])[CH3:23])=[CH:20][CH:21]=3)[CH:13]=[C:12]([CH3:34])[CH:11]=2)[CH:4]=1. (4) Given the reactants Br[C:2]1[CH:10]=[C:9]2[C:5]([C:6](=[O:29])[N:7]([C:19]3[CH:24]=[CH:23][C:22]([C:25]([F:28])([F:27])[F:26])=[CH:21][CH:20]=3)[N:8]2[CH2:11][O:12][CH2:13][CH2:14][Si:15]([CH3:18])([CH3:17])[CH3:16])=[CH:4][CH:3]=1.B1(B2OC(C)(C)C(C)(C)O2)OC(C)(C)C(C)(C)O1.CC([O-])=O.[K+].Cl[C:54]1[C:59]([C:60]([F:63])([F:62])[F:61])=[CH:58][CH:57]=[CH:56][N:55]=1.C([O-])([O-])=O.[Na+].[Na+], predict the reaction product. The product is: [F:28][C:25]([F:27])([F:26])[C:22]1[CH:23]=[CH:24][C:19]([N:7]2[C:6](=[O:29])[C:5]3[C:9](=[CH:10][C:2]([C:54]4[C:59]([C:60]([F:63])([F:62])[F:61])=[CH:58][CH:57]=[CH:56][N:55]=4)=[CH:3][CH:4]=3)[N:8]2[CH2:11][O:12][CH2:13][CH2:14][Si:15]([CH3:17])([CH3:16])[CH3:18])=[CH:20][CH:21]=1. (5) Given the reactants [CH2:1]([C:3]1[CH:24]=[CH:23][CH:22]=[C:21]([CH3:25])[C:4]=1[CH2:5][NH:6][C:7]1[C:8]2[N:9]([C:16]([CH3:20])=[C:17]([CH3:19])[N:18]=2)[CH:10]=[C:11]([C:13]([OH:15])=O)[N:12]=1)[CH3:2].F[B-](F)(F)F.[N:31]1(OC(N(C)C)=[N+](C)C)C2C=CC=CC=2N=N1.N, predict the reaction product. The product is: [CH2:1]([C:3]1[CH:24]=[CH:23][CH:22]=[C:21]([CH3:25])[C:4]=1[CH2:5][NH:6][C:7]1[C:8]2[N:9]([C:16]([CH3:20])=[C:17]([CH3:19])[N:18]=2)[CH:10]=[C:11]([C:13]([NH2:31])=[O:15])[N:12]=1)[CH3:2]. (6) Given the reactants [Cl:1][C:2]1[N:7]=[CH:6][C:5]([CH2:8][NH:9][CH2:10][C:11]#[N:12])=[CH:4][CH:3]=1.O[C:14]1[CH2:15][O:16][C:17](=[O:19])[CH:18]=1.C1(C)C=CC(S(O)(=O)=O)=CC=1, predict the reaction product. The product is: [Cl:1][C:2]1[N:7]=[CH:6][C:5]([CH2:8][NH:9][CH2:10][C:11]#[N:12])=[CH:4][CH:3]=1.[Cl:1][C:2]1[N:7]=[CH:6][C:5]([CH2:8][N:9]([C:14]2[CH2:15][O:16][C:17](=[O:19])[CH:18]=2)[CH2:10][C:11]#[N:12])=[CH:4][CH:3]=1. (7) Given the reactants Cl.[N:2]1[N:3]([CH2:7][C:8]([OH:10])=O)[N:4]=[CH:5][CH:6]=1.[F:11][C:12]1[CH:13]=[C:14]([CH:38]=[CH:39][CH:40]=1)[CH2:15][C@H:16]1[CH2:20][NH:19][C@H:18]([C:21]([NH:23][C:24]2[CH:29]=[CH:28][C:27]([O:30][C:31]3[CH:36]=[CH:35][C:34]([F:37])=[CH:33][CH:32]=3)=[CH:26][CH:25]=2)=[O:22])[CH2:17]1, predict the reaction product. The product is: [N:4]1[N:3]([CH2:7][C:8]([N:19]2[CH2:20][C@H:16]([CH2:15][C:14]3[CH:38]=[CH:39][CH:40]=[C:12]([F:11])[CH:13]=3)[CH2:17][C@H:18]2[C:21]([NH:23][C:24]2[CH:29]=[CH:28][C:27]([O:30][C:31]3[CH:32]=[CH:33][C:34]([F:37])=[CH:35][CH:36]=3)=[CH:26][CH:25]=2)=[O:22])=[O:10])[N:2]=[CH:6][CH:5]=1.